From a dataset of Full USPTO retrosynthesis dataset with 1.9M reactions from patents (1976-2016). Predict the reactants needed to synthesize the given product. (1) Given the product [Cl:48][C:47]1[CH:46]=[C:45]([CH3:49])[CH:44]=[C:43]([Cl:50])[C:42]=1[O:41][CH2:40][CH2:39][O:38][C:35]1[CH:36]=[CH:37][C:32]([CH2:31][CH:21]([C:18]2[CH:19]=[CH:20][C:15]([C:6]3[CH:7]=[CH:8][CH:9]=[CH:10][C:5]=3[CH2:4][CH2:3][O:2][CH3:1])=[CH:16][C:17]=2[CH3:51])[CH2:22][NH:23][C:24](=[O:30])[O:25][C:26]([CH3:27])([CH3:28])[CH3:29])=[CH:33][CH:34]=1, predict the reactants needed to synthesize it. The reactants are: [CH3:1][O:2][CH2:3][CH2:4][C:5]1[CH:10]=[CH:9][CH:8]=[CH:7][C:6]=1B(O)O.Br[C:15]1[CH:20]=[CH:19][C:18]([CH:21]([CH2:31][C:32]2[CH:37]=[CH:36][C:35]([O:38][CH2:39][CH2:40][O:41][C:42]3[C:47]([Cl:48])=[CH:46][C:45]([CH3:49])=[CH:44][C:43]=3[Cl:50])=[CH:34][CH:33]=2)[CH2:22][NH:23][C:24](=[O:30])[O:25][C:26]([CH3:29])([CH3:28])[CH3:27])=[C:17]([CH3:51])[CH:16]=1. (2) Given the product [CH:1]1([N:7]2[C:12](=[O:13])[C:11]([C:26]([NH:25][CH2:28][C:29]([OH:31])=[O:30])=[O:27])=[C:10]([OH:14])[N:9]=[C:8]2[CH3:15])[CH2:2][CH2:3][CH2:4][CH2:5][CH2:6]1, predict the reactants needed to synthesize it. The reactants are: [CH:1]1([N:7]2[C:12](=[O:13])[CH:11]=[C:10]([OH:14])[N:9]=[C:8]2[CH3:15])[CH2:6][CH2:5][CH2:4][CH2:3][CH2:2]1.CCN(C(C)C)C(C)C.[N:25]([CH2:28][C:29]([O:31]CC)=[O:30])=[C:26]=[O:27].[OH-].[Na+].Cl. (3) Given the product [Cl:1][C:2]1[CH:7]=[CH:6][CH:5]=[C:4]([F:8])[C:3]=1[C:9]1[NH:10][C:11](=[O:21])[N:12]([C:14]2[CH:19]=[CH:18][C:17]([C:23]#[C:22][Si:24]([CH3:27])([CH3:26])[CH3:25])=[CH:16][CH:15]=2)[N:13]=1, predict the reactants needed to synthesize it. The reactants are: [Cl:1][C:2]1[CH:7]=[CH:6][CH:5]=[C:4]([F:8])[C:3]=1[C:9]1[NH:10][C:11](=[O:21])[N:12]([C:14]2[CH:19]=[CH:18][C:17](I)=[CH:16][CH:15]=2)[N:13]=1.[C:22]([Si:24]([CH3:27])([CH3:26])[CH3:25])#[CH:23]. (4) Given the product [NH:1]1[C:5]2[CH:6]=[CH:7][C:8]([O:10][C:11]3[CH:16]=[CH:15][C:14]([C:17](=[O:19])[CH3:18])=[CH:13][CH:12]=3)=[CH:9][C:4]=2[N:3]=[CH:2]1, predict the reactants needed to synthesize it. The reactants are: [NH:1]1[C:5]2[CH:6]=[CH:7][C:8]([O:10][C:11]3[CH:16]=[CH:15][C:14]([CH:17]([OH:19])[CH3:18])=[CH:13][CH:12]=3)=[CH:9][C:4]=2[N:3]=[CH:2]1.C(Cl)(Cl)Cl.NC1C=C(OC2C=CC(C(O)C)=CC=2)C=CC=1N. (5) The reactants are: [CH3:1][O:2][C:3](=[O:12])[CH2:4][C:5]1[CH:10]=[CH:9][C:8]([Br:11])=[CH:7][CH:6]=1.[CH2:13]1OCCO[CH2:17][CH2:16][O:15][CH2:14][CH2:13]O[CH2:17][CH2:16][O:15][CH2:14]1.[H-].[Na+].[Na+].[I-].ClCCOCCCl. Given the product [CH3:1][O:2][C:3]([C:4]1([C:5]2[CH:10]=[CH:9][C:8]([Br:11])=[CH:7][CH:6]=2)[CH2:17][CH2:16][O:15][CH2:14][CH2:13]1)=[O:12], predict the reactants needed to synthesize it. (6) Given the product [C:1]([NH:4][C@@H:5]1[CH2:9][CH2:8][N:7]([CH2:10][C:11]2[C:32]([C:33]([F:35])([F:36])[F:34])=[CH:31][C:14]([C:15]([NH:17][CH2:18][C:19]3[CH:24]=[C:23]([Cl:25])[CH:22]=[CH:21][C:20]=3[S:26]([CH2:29][CH3:30])(=[O:27])=[O:28])=[O:16])=[C:13]([NH2:37])[C:12]=2[Cl:54])[CH2:6]1)(=[O:3])[CH3:2], predict the reactants needed to synthesize it. The reactants are: [C:1]([NH:4][C@@H:5]1[CH2:9][CH2:8][N:7]([CH2:10][C:11]2[C:32]([C:33]([F:36])([F:35])[F:34])=[CH:31][C:14]([C:15]([NH:17][CH2:18][C:19]3[CH:24]=[C:23]([Cl:25])[CH:22]=[CH:21][C:20]=3[S:26]([CH2:29][CH3:30])(=[O:28])=[O:27])=[O:16])=[C:13]([NH2:37])[CH:12]=2)[CH2:6]1)(=[O:3])[CH3:2].C(OC(=O)C1C=C(C(F)(F)F)C(C=O)=C([Cl:54])C=1N)C. (7) Given the product [CH2:9]([O:8][C:6]([C:5]1[C:4](=[O:23])[C:18]2[C:13](=[CH:14][C:15]([O:21][CH3:22])=[C:16]([O:19][CH3:20])[CH:17]=2)[NH:12][CH:11]=1)=[O:7])[CH3:10], predict the reactants needed to synthesize it. The reactants are: C(O[C:4](=[O:23])[C:5](=[CH:11][NH:12][C:13]1[CH:18]=[CH:17][C:16]([O:19][CH3:20])=[C:15]([O:21][CH3:22])[CH:14]=1)[C:6]([O:8][CH2:9][CH3:10])=[O:7])C. (8) Given the product [CH2:1]([O:3][C:4]1[CH:12]=[C:11]2[C:7]([CH:8]=[N:9][NH:10]2)=[CH:6][C:5]=1[NH:13][C:14]1[C:15]2[C:22]3[CH2:23][CH2:24][CH:25]([C:27]([N:32]([CH2:30][CH3:31])[CH2:33][CH2:34][OH:35])=[O:29])[CH2:26][C:21]=3[S:20][C:16]=2[N:17]=[CH:18][N:19]=1)[CH3:2], predict the reactants needed to synthesize it. The reactants are: [CH2:1]([O:3][C:4]1[CH:12]=[C:11]2[C:7]([CH:8]=[N:9][NH:10]2)=[CH:6][C:5]=1[NH:13][C:14]1[C:15]2[C:22]3[CH2:23][CH2:24][CH:25]([C:27]([OH:29])=O)[CH2:26][C:21]=3[S:20][C:16]=2[N:17]=[CH:18][N:19]=1)[CH3:2].[CH2:30]([NH:32][CH2:33][CH2:34][OH:35])[CH3:31].